Task: Predict the reactants needed to synthesize the given product.. Dataset: Full USPTO retrosynthesis dataset with 1.9M reactions from patents (1976-2016) (1) Given the product [NH:30]1[CH2:31][CH2:32][CH:27]([CH2:26][NH:25][C:21]2[N:22]=[CH:23][N:24]=[C:19]([NH:18][C:15]3[N:16]=[CH:17][C:12]([C:11]#[C:10][CH2:9][OH:8])=[N:13][CH:14]=3)[CH:20]=2)[CH2:28][CH2:29]1, predict the reactants needed to synthesize it. The reactants are: [Si]([O:8][CH2:9][C:10]#[C:11][C:12]1[N:13]=[CH:14][C:15]([NH:18][C:19]2[N:24]=[CH:23][N:22]=[C:21]([NH:25][CH2:26][CH:27]3[CH2:32][CH2:31][N:30](C(OC(C)(C)C)=O)[CH2:29][CH2:28]3)[CH:20]=2)=[N:16][CH:17]=1)(C(C)(C)C)(C)C. (2) Given the product [CH2:21]([N:25]([CH2:38][CH2:39][C@H:40]([NH:44][C:45]([O:47][C:48]([CH3:51])([CH3:50])[CH3:49])=[O:46])[C:41]([N:16]1[CH2:17][C@H:18]([OH:20])[CH2:19][C@H:15]1[C:13]([NH:12][C@:7]1([C:5]([O:4][CH2:2][CH3:3])=[O:6])[CH2:9][C@H:8]1[CH:10]=[CH2:11])=[O:14])=[O:42])[S:26]([C:29]1[CH:34]=[CH:33][CH:32]=[CH:31][C:30]=1[N+:35]([O-:37])=[O:36])(=[O:28])=[O:27])[CH2:22][CH:23]=[CH2:24], predict the reactants needed to synthesize it. The reactants are: Cl.[CH2:2]([O:4][C:5]([C@@:7]1([NH:12][C:13]([C@@H:15]2[CH2:19][C@@H:18]([OH:20])[CH2:17][NH:16]2)=[O:14])[CH2:9][C@H:8]1[CH:10]=[CH2:11])=[O:6])[CH3:3].[CH2:21]([N:25]([CH2:38][CH2:39][C@H:40]([NH:44][C:45]([O:47][C:48]([CH3:51])([CH3:50])[CH3:49])=[O:46])[C:41](O)=[O:42])[S:26]([C:29]1[CH:34]=[CH:33][CH:32]=[CH:31][C:30]=1[N+:35]([O-:37])=[O:36])(=[O:28])=[O:27])[CH2:22][CH:23]=[CH2:24].CN(C(ON1N=NC2C=CC=NC1=2)=[N+](C)C)C.F[P-](F)(F)(F)(F)F.CCN(C(C)C)C(C)C. (3) Given the product [ClH:1].[Cl:1][C:2]1[CH:7]=[CH:6][CH:5]=[CH:4][C:3]=1[C:8]1[N:9]([CH2:26][C:27]2[N:32]=[C:31]([NH2:33])[CH:30]=[CH:29][CH:28]=2)[C:10]([C:13]2[CH:14]=[CH:15][C:16]([O:19][C:20]3[CH:25]=[CH:24][CH:23]=[CH:22][CH:21]=3)=[CH:17][CH:18]=2)=[CH:11][CH:12]=1, predict the reactants needed to synthesize it. The reactants are: [Cl:1][C:2]1[CH:7]=[CH:6][CH:5]=[CH:4][C:3]=1[C:8]1[N:9]([CH2:26][C:27]2[N:32]=[C:31]([NH2:33])[CH:30]=[CH:29][CH:28]=2)[C:10]([C:13]2[CH:18]=[CH:17][C:16]([O:19][C:20]3[CH:25]=[CH:24][CH:23]=[CH:22][CH:21]=3)=[CH:15][CH:14]=2)=[CH:11][CH:12]=1.Cl. (4) Given the product [Br:1][C:2]1[C:7]([NH2:8])=[N:6][CH:5]=[C:4]([N:11]2[CH2:12][CH2:13][O:14][CH2:15][CH2:16]2)[CH:3]=1, predict the reactants needed to synthesize it. The reactants are: [Br:1][C:2]1[CH:3]=[C:4]([N:11]2[CH2:16][CH2:15][O:14][CH2:13][CH2:12]2)[CH:5]=[N:6][C:7]=1[N+:8]([O-])=O.[NH4+].[Cl-]. (5) Given the product [CH2:1]([O:3][C:4](=[O:32])[CH2:5][C:11]1[CH:12]=[C:13]([O:26][CH2:27][C:28]([F:31])([F:30])[F:29])[C:14]([N+:23]([O-:25])=[O:24])=[C:15]([O:17][CH2:18][C:19]([F:21])([F:22])[F:20])[CH:16]=1)[CH3:2], predict the reactants needed to synthesize it. The reactants are: [CH2:1]([O:3][C:4](=[O:32])[CH:5]([C:11]1[CH:16]=[C:15]([O:17][CH2:18][C:19]([F:22])([F:21])[F:20])[C:14]([N+:23]([O-:25])=[O:24])=[C:13]([O:26][CH2:27][C:28]([F:31])([F:30])[F:29])[CH:12]=1)C(OCC)=O)[CH3:2]. (6) The reactants are: Br[C:2]1[CH:3]=[CH:4][C:5]([C:16]([CH3:19])([CH3:18])[CH3:17])=[C:6]([O:8][C:9]2[CH:14]=[CH:13][C:12]([CH3:15])=[CH:11][CH:10]=2)[CH:7]=1.[CH3:20][Si:21]([C:24]#[CH:25])([CH3:23])[CH3:22]. Given the product [C:16]([C:5]1[CH:4]=[CH:3][C:2]([C:25]#[C:24][Si:21]([CH3:23])([CH3:22])[CH3:20])=[CH:7][C:6]=1[O:8][C:9]1[CH:14]=[CH:13][C:12]([CH3:15])=[CH:11][CH:10]=1)([CH3:19])([CH3:18])[CH3:17], predict the reactants needed to synthesize it. (7) The reactants are: [Br:1][C:2]1[CH:7]=[C:6]([S:8]([CH2:11][CH2:12][CH3:13])(=[O:10])=[O:9])[CH:5]=[C:4]([O:14]C)[CH:3]=1.B(Br)(Br)Br. Given the product [Br:1][C:2]1[CH:3]=[C:4]([OH:14])[CH:5]=[C:6]([S:8]([CH2:11][CH2:12][CH3:13])(=[O:9])=[O:10])[CH:7]=1, predict the reactants needed to synthesize it. (8) Given the product [Br:12][C:13]1[CH:20]=[CH:19][C:16]([CH2:17][N:1]=[S:2]([CH3:9])(=[O:3])[N:4]2[CH2:8][CH2:7][CH2:6][CH2:5]2)=[CH:15][CH:14]=1, predict the reactants needed to synthesize it. The reactants are: [NH:1]=[S:2]([CH3:9])([N:4]1[CH2:8][CH2:7][CH2:6][CH2:5]1)=[O:3].[H-].[K+].[Br:12][C:13]1[CH:20]=[CH:19][C:16]([CH2:17]Br)=[CH:15][CH:14]=1. (9) Given the product [C:8]([O:42][C:6](=[O:5])[NH:7][C:8]1([C:12]2[CH:17]=[CH:16][C:15]([C:18]3[C:27]([C:28]4[CH:29]=[CH:30][CH:31]=[CH:32][CH:33]=4)=[CH:26][C:25]4[C:24]5=[N:43][NH:44][CH:35]=[C:23]5[C:22]([CH3:39])([CH3:40])[CH2:21][C:20]=4[N:19]=3)=[CH:14][CH:13]=2)[CH2:9][CH2:10][CH2:11]1)([CH3:12])([CH3:11])[CH3:9], predict the reactants needed to synthesize it. The reactants are: C([O:5][C:6](=O)[NH:7][C:8]1([C:12]2[CH:17]=[CH:16][C:15]([C:18]3[C:27]([C:28]4[CH:33]=[CH:32][CH:31]=[CH:30][CH:29]=4)=[CH:26][C:25]4[C:24](=O)[C:23](=[CH:35]N(C)C)[C:22]([CH3:40])([CH3:39])[CH2:21][C:20]=4[N:19]=3)=[CH:14][CH:13]=2)[CH2:11][CH2:10][CH2:9]1)(C)(C)C.[OH2:42].[NH2:43][NH2:44]. (10) Given the product [Cl:14][C:12]1[CH:11]=[CH:10][C:9]([CH3:15])=[C:8]([C:6]2[N:5]=[C:4]([NH2:16])[N:3]=[C:2]([NH:25][C:21]3[CH:22]=[CH:23][CH:24]=[C:19]([S:18][CH3:17])[CH:20]=3)[CH:7]=2)[CH:13]=1, predict the reactants needed to synthesize it. The reactants are: Cl[C:2]1[CH:7]=[C:6]([C:8]2[CH:13]=[C:12]([Cl:14])[CH:11]=[CH:10][C:9]=2[CH3:15])[N:5]=[C:4]([NH2:16])[N:3]=1.[CH3:17][S:18][C:19]1[CH:20]=[C:21]([NH2:25])[CH:22]=[CH:23][CH:24]=1.